Dataset: Full USPTO retrosynthesis dataset with 1.9M reactions from patents (1976-2016). Task: Predict the reactants needed to synthesize the given product. (1) The reactants are: [Br:1][C:2]1[CH:3]=[C:4]([CH:6]=[C:7]([CH:18]2[CH2:20][CH2:19]2)[C:8]=1[O:9][C:10]1[CH:15]=[CH:14][C:13]([F:16])=[CH:12][C:11]=1[F:17])[NH2:5].C(N(CC)CC)C.[CH2:28]([S:30](Cl)(=[O:32])=[O:31])[CH3:29].[OH-].[Na+].[Cl-].[NH4+]. Given the product [Br:1][C:2]1[CH:3]=[C:4]([NH:5][S:30]([CH2:28][CH3:29])(=[O:32])=[O:31])[CH:6]=[C:7]([CH:18]2[CH2:20][CH2:19]2)[C:8]=1[O:9][C:10]1[CH:15]=[CH:14][C:13]([F:16])=[CH:12][C:11]=1[F:17], predict the reactants needed to synthesize it. (2) The reactants are: FC(F)(F)S(O[C:7]1[C:11]2[C:12]([O:16][CH3:17])=[N:13][CH:14]=[CH:15][C:10]=2[N:9]([CH:18]2[CH2:22][CH2:21][CH2:20][CH2:19]2)[N:8]=1)(=O)=O.[C:25]1(B2OC(C)(C)C(C)(C)O2)[CH2:30][CH2:29][CH2:28][CH2:27][CH:26]=1.C(=O)([O-])[O-].[Na+].[Na+].C(OCC)(=O)C. Given the product [C:25]1([C:7]2[C:11]3[C:12]([O:16][CH3:17])=[N:13][CH:14]=[CH:15][C:10]=3[N:9]([CH:18]3[CH2:22][CH2:21][CH2:20][CH2:19]3)[N:8]=2)[CH2:30][CH2:29][CH2:28][CH2:27][CH:26]=1, predict the reactants needed to synthesize it. (3) Given the product [CH:62]12[N:65]([C:24](=[O:26])[CH2:23][CH:10]3[CH:9]=[C:8]([C:5]4[CH:6]=[CH:7][C:2]([Cl:1])=[CH:3][CH:4]=4)[C:14]4[CH:15]=[CH:16][CH:17]=[CH:18][C:13]=4[N:12]4[C:19]([CH3:22])=[N:20][N:21]=[C:11]34)[CH:59]([CH2:64][CH2:63]1)[CH2:60][CH2:61]2, predict the reactants needed to synthesize it. The reactants are: [Cl:1][C:2]1[CH:7]=[CH:6][C:5]([C:8]2[C:14]3[CH:15]=[CH:16][CH:17]=[CH:18][C:13]=3[N:12]3[C:19]([CH3:22])=[N:20][N:21]=[C:11]3[CH:10]([CH2:23][C:24]([OH:26])=O)[CH:9]=2)=[CH:4][CH:3]=1.CN(C(ON1N=NC2C=CC=NC1=2)=[N+](C)C)C.F[P-](F)(F)(F)(F)F.C(N(CC)CC)C.Cl.[CH:59]12[NH:65][CH:62]([CH2:63][CH2:64]1)[CH2:61][CH2:60]2. (4) Given the product [N+:16]([C:13]1[CH:14]=[CH:15][C:10]([NH:7][C:3]2[CH:4]=[CH:5][CH:6]=[C:1]([NH2:8])[CH:2]=2)=[N:11][CH:12]=1)([O-:18])=[O:17], predict the reactants needed to synthesize it. The reactants are: [C:1]1([NH2:8])[CH:6]=[CH:5][CH:4]=[C:3]([NH2:7])[CH:2]=1.F[C:10]1[CH:15]=[CH:14][C:13]([N+:16]([O-:18])=[O:17])=[CH:12][N:11]=1. (5) Given the product [NH2:15][C:16]1[N:17]=[C:18]([NH:1][CH:2]2[CH2:7][CH2:6][CH2:5][N:4]([C:8]([O:10][C:11]([CH3:14])([CH3:13])[CH3:12])=[O:9])[CH2:3]2)[CH:19]=[CH:20][C:21]=1[C:22]#[N:23], predict the reactants needed to synthesize it. The reactants are: [NH2:1][CH:2]1[CH2:7][CH2:6][CH2:5][N:4]([C:8]([O:10][C:11]([CH3:14])([CH3:13])[CH3:12])=[O:9])[CH2:3]1.[NH2:15][C:16]1[C:21]([C:22]#[N:23])=[CH:20][CH:19]=[C:18](Cl)[N:17]=1.C(N(C(C)C)CC)(C)C. (6) Given the product [OH:16][C:6]1[C:5]([OH:4])=[CH:10][C:9]([C:11]#[N:12])=[C:8]([C:22]2[C:23]3[C:28](=[CH:27][CH:26]=[CH:25][CH:24]=3)[CH2:20][CH:21]=2)[C:7]=1[C:14]#[N:15], predict the reactants needed to synthesize it. The reactants are: C([O:4][C:5]1[CH:10]=[C:9]([C:11]#[N:12])[C:8](Br)=[C:7]([C:14]#[N:15])[C:6]=1[O:16]C(=O)C)(=O)C.[C:20]1(B(O)O)[C:28]2[C:23](=[CH:24][CH:25]=[CH:26][CH:27]=2)[CH2:22][CH:21]=1.